Dataset: Peptide-MHC class II binding affinity with 134,281 pairs from IEDB. Task: Regression. Given a peptide amino acid sequence and an MHC pseudo amino acid sequence, predict their binding affinity value. This is MHC class II binding data. (1) The peptide sequence is IITPTNVSHIQSAVV. The MHC is DRB1_1602 with pseudo-sequence DRB1_1602. The binding affinity (normalized) is 0.706. (2) The peptide sequence is SWPDLDLKPGAAWTV. The MHC is DRB4_0101 with pseudo-sequence DRB4_0103. The binding affinity (normalized) is 0.333. (3) The peptide sequence is EAAAIFMTATPPGTA. The MHC is DRB1_0405 with pseudo-sequence DRB1_0405. The binding affinity (normalized) is 0.679. (4) The peptide sequence is ANATVYMIDSVLMPP. The MHC is HLA-DPA10201-DPB11401 with pseudo-sequence HLA-DPA10201-DPB11401. The binding affinity (normalized) is 0.208. (5) The peptide sequence is HDGGCRKELAAVSVD. The MHC is DRB1_1501 with pseudo-sequence DRB1_1501. The binding affinity (normalized) is 0.0766. (6) The binding affinity (normalized) is 0.379. The MHC is HLA-DPA10103-DPB10301 with pseudo-sequence HLA-DPA10103-DPB10301. The peptide sequence is LIINWLQEALSSASL. (7) The peptide sequence is GTILVKVEYKGEDAP. The MHC is DRB4_0101 with pseudo-sequence DRB4_0103. The binding affinity (normalized) is 0.195. (8) The peptide sequence is SVEESEMFMPRSIGG. The MHC is HLA-DQA10201-DQB10303 with pseudo-sequence HLA-DQA10201-DQB10303. The binding affinity (normalized) is 0.439.